From a dataset of Reaction yield outcomes from USPTO patents with 853,638 reactions. Predict the reaction yield, written as a fraction of the theoretical maximum amount of product (1.0 means a 100% yield; for example, 0.34 means a 34% yield). (1) The reactants are [Cl:1][C:2]1[C:7]([F:8])=[CH:6][C:5]([NH2:9])=[C:4](I)[CH:3]=1.[Cu][C:12]#[N:13]. The catalyst is CC(N(C)C)=O. The product is [NH2:9][C:5]1[CH:6]=[C:7]([F:8])[C:2]([Cl:1])=[CH:3][C:4]=1[C:12]#[N:13]. The yield is 0.780. (2) The reactants are [OH:1][CH2:2][CH2:3][CH2:4][C:5]([O-:7])=[O:6].[Na+].[CH2:9](Br)[C:10]1[CH:15]=[CH:14][CH:13]=[CH:12][CH:11]=1.O. The catalyst is CN(C=O)C. The product is [OH:1][CH2:2][CH2:3][CH2:4][C:5]([O:7][CH2:9][C:10]1[CH:15]=[CH:14][CH:13]=[CH:12][CH:11]=1)=[O:6]. The yield is 0.190.